From a dataset of Forward reaction prediction with 1.9M reactions from USPTO patents (1976-2016). Predict the product of the given reaction. Given the reactants Br[CH2:2][CH2:3][O:4]C1CCCCO1.[F:11][C:12]1[CH:17]=[CH:16][C:15]([C:18]2[CH:23]=[CH:22][C:21]([C:24](=[N:26][OH:27])[CH3:25])=[CH:20][CH:19]=2)=[CH:14][CH:13]=1.C(=O)([O-])[O-].[K+].[K+].O.C1(C)C=CC(S(O)(=O)=O)=CC=1, predict the reaction product. The product is: [F:11][C:12]1[CH:13]=[CH:14][C:15]([C:18]2[CH:23]=[CH:22][C:21]([C:24](=[N:26][O:27][CH2:2][CH2:3][OH:4])[CH3:25])=[CH:20][CH:19]=2)=[CH:16][CH:17]=1.